This data is from Merck oncology drug combination screen with 23,052 pairs across 39 cell lines. The task is: Regression. Given two drug SMILES strings and cell line genomic features, predict the synergy score measuring deviation from expected non-interaction effect. Drug 1: COC1CC2CCC(C)C(O)(O2)C(=O)C(=O)N2CCCCC2C(=O)OC(C(C)CC2CCC(OP(C)(C)=O)C(OC)C2)CC(=O)C(C)C=C(C)C(O)C(OC)C(=O)C(C)CC(C)C=CC=CC=C1C. Drug 2: NC1CCCCC1N.O=C(O)C(=O)O.[Pt+2]. Cell line: LNCAP. Synergy scores: synergy=18.7.